Dataset: Full USPTO retrosynthesis dataset with 1.9M reactions from patents (1976-2016). Task: Predict the reactants needed to synthesize the given product. (1) Given the product [CH3:58][C:59]([CH3:69])([CH3:68])[CH2:60][CH2:61][N:62]1[CH2:63][CH2:64][N:65]([C:32](=[O:33])[CH2:31][CH2:30][CH2:29][O:28][C:27]2[CH:35]=[CH:36][C:37]([C:39]([N:41]3[CH2:50][C:49]4[CH:48]=[N:47][N:46]([CH3:51])[C:45]=4[NH:44][C:43]4[CH:52]=[CH:53][CH:54]=[CH:55][C:42]3=4)=[O:40])=[CH:38][C:26]=2[CH3:25])[CH2:66][CH2:67]1, predict the reactants needed to synthesize it. The reactants are: CN(C(ON1N=NC2C=CC=CC1=2)=[N+](C)C)C.F[P-](F)(F)(F)(F)F.[CH3:25][C:26]1[CH:38]=[C:37]([C:39]([N:41]2[CH2:50][C:49]3[CH:48]=[N:47][N:46]([CH3:51])[C:45]=3[NH:44][C:43]3[CH:52]=[CH:53][CH:54]=[CH:55][C:42]2=3)=[O:40])[CH:36]=[CH:35][C:27]=1[O:28][CH2:29][CH2:30][CH2:31][C:32](O)=[O:33].Cl.Cl.[CH3:58][C:59]([CH3:69])([CH3:68])[CH2:60][CH2:61][N:62]1[CH2:67][CH2:66][NH:65][CH2:64][CH2:63]1.CCN(C(C)C)C(C)C. (2) The reactants are: Br[C:2]1[CH:7]=[CH:6][C:5]([C:8]2[S:9][C:10]3[C:16]([C:17]4[CH:22]=[CH:21][C:20]([Cl:23])=[CH:19][CH:18]=4)=[C:15]([C@H:24]([O:30][C:31]([CH3:34])([CH3:33])[CH3:32])[C:25]([O:27][CH2:28][CH3:29])=[O:26])[C:14]([CH3:35])=[CH:13][C:11]=3[N:12]=2)=[CH:4][CH:3]=1.[CH3:36][N:37]1[C:41]([CH3:42])=[C:40](B(O)O)[CH:39]=[N:38]1.C([O-])([O-])=O.[K+].[K+]. Given the product [C:31]([O:30][C@@H:24]([C:15]1[C:14]([CH3:35])=[CH:13][C:11]2[N:12]=[C:8]([C:5]3[CH:6]=[CH:7][C:2]([C:40]4[CH:39]=[N:38][N:37]([CH3:36])[C:41]=4[CH3:42])=[CH:3][CH:4]=3)[S:9][C:10]=2[C:16]=1[C:17]1[CH:22]=[CH:21][C:20]([Cl:23])=[CH:19][CH:18]=1)[C:25]([O:27][CH2:28][CH3:29])=[O:26])([CH3:34])([CH3:33])[CH3:32], predict the reactants needed to synthesize it. (3) Given the product [Cl:2][C:3]1[C:8]([C:9]([F:11])([F:12])[F:10])=[CH:7][CH:6]=[CH:5][C:4]=1[C@H:13]([NH:15][C:45]([C:41]1[CH:40]=[C:39]2[C:44](=[CH:43][CH:42]=1)[N:36]([CH2:35][C:32]1[CH:31]=[CH:30][C:29]([C:24]3[C:23]([C:21]([OH:22])=[O:20])=[CH:28][CH:27]=[CH:26][CH:25]=3)=[CH:34][CH:33]=1)[C:37]([CH3:49])=[C:38]2[CH3:48])=[O:46])[CH3:14], predict the reactants needed to synthesize it. The reactants are: Cl.[Cl:2][C:3]1[C:8]([C:9]([F:12])([F:11])[F:10])=[CH:7][CH:6]=[CH:5][C:4]=1[C@H:13]([NH2:15])[CH3:14].C([O:20][C:21]([C:23]1[CH:28]=[CH:27][CH:26]=[CH:25][C:24]=1[C:29]1[CH:34]=[CH:33][C:32]([CH2:35][N:36]2[C:44]3[C:39](=[CH:40][C:41]([C:45](O)=[O:46])=[CH:42][CH:43]=3)[C:38]([CH3:48])=[C:37]2[CH3:49])=[CH:31][CH:30]=1)=[O:22])(C)(C)C.